This data is from Full USPTO retrosynthesis dataset with 1.9M reactions from patents (1976-2016). The task is: Predict the reactants needed to synthesize the given product. (1) Given the product [O:11]1[CH2:15][CH2:14][O:13][CH:12]1[C:16]1[CH:17]=[CH:18][C:19]([O:36][C:37]([F:38])([F:39])[F:40])=[C:20]([C:22]2[CH:31]=[C:30]3[C:25]([C:26]([CH3:34])([CH3:33])[CH2:27][CH:28]=[C:29]3[O:32][S:48]([C:51]([F:54])([F:53])[F:52])(=[O:50])=[O:49])=[CH:24][C:23]=2[CH3:35])[CH:21]=1, predict the reactants needed to synthesize it. The reactants are: C[Si]([N-][Si](C)(C)C)(C)C.[Na+].[O:11]1[CH2:15][CH2:14][O:13][CH:12]1[C:16]1[CH:17]=[CH:18][C:19]([O:36][C:37]([F:40])([F:39])[F:38])=[C:20]([C:22]2[CH:31]=[C:30]3[C:25]([C:26]([CH3:34])([CH3:33])[CH2:27][CH2:28][C:29]3=[O:32])=[CH:24][C:23]=2[CH3:35])[CH:21]=1.C1C=CC(N([S:48]([C:51]([F:54])([F:53])[F:52])(=[O:50])=[O:49])[S:48]([C:51]([F:54])([F:53])[F:52])(=[O:50])=[O:49])=CC=1. (2) Given the product [F:24][C:5]1([C:18]([O:20][CH2:21][CH3:22])=[O:19])[C:4](=[O:3])[CH2:10][CH2:9][N:8]([C:11]([O:13][C:14]([CH3:17])([CH3:16])[CH3:15])=[O:12])[CH2:7][CH2:6]1, predict the reactants needed to synthesize it. The reactants are: [H-].[Na+].[O:3]=[C:4]1[CH2:10][CH2:9][N:8]([C:11]([O:13][C:14]([CH3:17])([CH3:16])[CH3:15])=[O:12])[CH2:7][CH2:6][CH:5]1[C:18]([O:20][CH2:21][CH3:22])=[O:19].[B-](F)(F)(F)[F:24].[B-](F)(F)(F)F.C1[N+]2(CCl)CC[N+](F)(CC2)C1.